Dataset: Catalyst prediction with 721,799 reactions and 888 catalyst types from USPTO. Task: Predict which catalyst facilitates the given reaction. Reactant: C([O:4][C:5]1[CH:10]=[CH:9][C:8]([C:11]2[O:12][CH:13]=[CH:14][N:15]=2)=[CH:7][CH:6]=1)(=O)C. Product: [O:12]1[CH:13]=[CH:14][N:15]=[C:11]1[C:8]1[CH:9]=[CH:10][C:5]([OH:4])=[CH:6][CH:7]=1. The catalyst class is: 5.